From a dataset of Forward reaction prediction with 1.9M reactions from USPTO patents (1976-2016). Predict the product of the given reaction. (1) Given the reactants [C:1]1([C:11]2[CH:16]=[CH:15][CH:14]=[CH:13][CH:12]=2)[CH:6]=[CH:5][C:4]([S:7](Cl)(=[O:9])=[O:8])=[CH:3][CH:2]=1.[NH:17]1[CH2:22][CH2:21][CH:20]([C:23]2[NH:27][C:26]3[CH:28]=[CH:29][CH:30]=[CH:31][C:25]=3[N:24]=2)[CH2:19][CH2:18]1.C(N(CC)C(C)C)(C)C, predict the reaction product. The product is: [C:1]1([C:11]2[CH:16]=[CH:15][CH:14]=[CH:13][CH:12]=2)[CH:6]=[CH:5][C:4]([S:7]([N:17]2[CH2:18][CH2:19][CH:20]([C:23]3[NH:24][C:25]4[CH:31]=[CH:30][CH:29]=[CH:28][C:26]=4[N:27]=3)[CH2:21][CH2:22]2)(=[O:9])=[O:8])=[CH:3][CH:2]=1. (2) The product is: [CH3:13][NH:12][CH2:11][CH2:10][C@H:9]([C:21]1[CH:22]=[CH:23][CH:24]=[CH:25][CH:26]=1)[O:8][C:7]1[CH:27]=[CH:28][C:4]([CH2:3][CH2:2][OH:1])=[CH:5][CH:6]=1. Given the reactants [OH:1][CH2:2][CH2:3][C:4]1[CH:28]=[CH:27][C:7]([O:8][C@@H:9]([C:21]2[CH:26]=[CH:25][CH:24]=[CH:23][CH:22]=2)[CH2:10][CH2:11][N:12](C)[C:13](=O)OC(C)(C)C)=[CH:6][CH:5]=1.C(O)(C(F)(F)F)=O, predict the reaction product. (3) Given the reactants FC1C=C(C2C(C)=C(O)C(=O)N(CC(C)C)N=2)C=CC=1C.[C:22]([C:25]1[C:26](=[O:45])[N:27]([CH2:41][CH:42]([CH3:44])[CH3:43])[N:28]=[C:29]([C:31]2[CH:36]=[CH:35][C:34]([C:37]([F:40])([F:39])[F:38])=[CH:33][CH:32]=2)[CH:30]=1)(O)=[O:23], predict the reaction product. The product is: [OH:23][CH2:22][C:25]1[C:26](=[O:45])[N:27]([CH2:41][CH:42]([CH3:43])[CH3:44])[N:28]=[C:29]([C:31]2[CH:32]=[CH:33][C:34]([C:37]([F:40])([F:38])[F:39])=[CH:35][CH:36]=2)[CH:30]=1. (4) Given the reactants [H-].[Na+].[CH3:3][O:4][C:5]1[CH:10]=[C:9]([CH3:11])[C:8]([S:12]([N:15]2[CH2:20][CH2:19][CH2:18][CH2:17][CH:16]2[CH:21]=O)(=[O:14])=[O:13])=[C:7]([CH3:23])[CH:6]=1.[OH2:24].[CH2:25]1[CH2:29][O:28][CH2:27][CH2:26]1, predict the reaction product. The product is: [CH3:3][O:4][C:5]1[CH:6]=[C:7]([CH3:23])[C:8]([S:12]([N:15]2[CH2:20][CH2:19][CH2:18][CH2:17][CH:16]2/[CH:21]=[CH:26]/[C:27]([O:28][CH2:29][CH3:25])=[O:24])(=[O:13])=[O:14])=[C:9]([CH3:11])[CH:10]=1. (5) Given the reactants [OH:1][C:2]1[CH:9]=[CH:8][C:5]([CH:6]=[O:7])=[CH:4][CH:3]=1.C(=O)([O-])[O-].[Cs+].[Cs+].[CH3:16][O:17][C:18](=[O:27])[C:19]1[CH:24]=[CH:23][C:22]([CH2:25]Br)=[CH:21][CH:20]=1, predict the reaction product. The product is: [CH:6]([C:5]1[CH:8]=[CH:9][C:2]([O:1][CH2:25][C:22]2[CH:23]=[CH:24][C:19]([C:18]([O:17][CH3:16])=[O:27])=[CH:20][CH:21]=2)=[CH:3][CH:4]=1)=[O:7]. (6) Given the reactants [C:1]([C:3]1[CH:4]=[C:5]([NH:15][C:16](=[O:20])[N:17]([CH3:19])[CH3:18])[CH:6]=[CH:7][C:8]=1[S:9]([CH:12]([CH3:14])[CH3:13])(=[O:11])=[O:10])#[N:2], predict the reaction product. The product is: [NH2:2][CH2:1][C:3]1[CH:4]=[C:5]([NH:15][C:16](=[O:20])[N:17]([CH3:18])[CH3:19])[CH:6]=[CH:7][C:8]=1[S:9]([CH:12]([CH3:14])[CH3:13])(=[O:11])=[O:10]. (7) Given the reactants C([O:3][C:4](=[O:20])[C:5]1[CH:10]=[C:9]([CH3:11])[C:8]([NH:12][C:13]2[CH:14]=[N:15][C:16]([CH3:19])=[CH:17][CH:18]=2)=[N:7][CH:6]=1)C.[OH-].[Na+], predict the reaction product. The product is: [CH3:11][C:9]1[C:8]([NH:12][C:13]2[CH:14]=[N:15][C:16]([CH3:19])=[CH:17][CH:18]=2)=[N:7][CH:6]=[C:5]([CH:10]=1)[C:4]([OH:20])=[O:3]. (8) Given the reactants [C:1]([O:5][C:6](=[O:25])[NH:7][C@H:8]1[CH2:11][C@H:10]([NH:12][C:13](=[O:24])[C:14]([C:17]2[C:18](Cl)=[N:19][CH:20]=[CH:21][CH:22]=2)([CH3:16])[CH3:15])[CH2:9]1)([CH3:4])([CH3:3])[CH3:2].CC(C)([O-])C.[Na+], predict the reaction product. The product is: [C:1]([O:5][C:6](=[O:25])[NH:7][C@H:8]1[CH2:11][C@H:10]([N:12]2[C:18]3=[N:19][CH:20]=[CH:21][CH:22]=[C:17]3[C:14]([CH3:16])([CH3:15])[C:13]2=[O:24])[CH2:9]1)([CH3:4])([CH3:3])[CH3:2]. (9) Given the reactants [Mg].II.Br[C:5]1[CH:10]=[C:9]([F:11])[CH:8]=[C:7]([F:12])[CH:6]=1.[C:13](=[O:15])=[O:14].Cl, predict the reaction product. The product is: [F:12][C:7]1[CH:6]=[C:5]([CH:10]=[C:9]([F:11])[CH:8]=1)[C:13]([OH:15])=[O:14]. (10) Given the reactants [Br:1][C:2]1[CH:3]=[C:4]2[C:13](=[CH:14][CH:15]=1)[O:12][CH2:11][C:10]1[N:5]2[CH:6]([CH3:17])[C:7](=[O:16])[NH:8][N:9]=1.[H-].[Na+].Cl[CH2:21][O:22][CH2:23][CH2:24][Si:25]([CH3:28])([CH3:27])[CH3:26], predict the reaction product. The product is: [Br:1][C:2]1[CH:3]=[C:4]2[C:13](=[CH:14][CH:15]=1)[O:12][CH2:11][C:10]1[N:5]2[CH:6]([CH3:17])[C:7](=[O:16])[N:8]([CH2:21][O:22][CH2:23][CH2:24][Si:25]([CH3:28])([CH3:27])[CH3:26])[N:9]=1.